From a dataset of Forward reaction prediction with 1.9M reactions from USPTO patents (1976-2016). Predict the product of the given reaction. (1) Given the reactants [CH3:1][N:2]1[C:6]2[CH:7]=[CH:8][C:9]([C@H:11]3[O:26][C:25](=[O:27])[CH2:24][C@H:23]([OH:28])[C:22]([CH3:30])([CH3:29])[C:21](=[O:31])[C@H:20]([CH3:32])[C@@H:19]([OH:33])[C@@H:18]([CH3:34])[CH2:17][CH2:16][CH2:15][CH:14]=[CH:13][CH2:12]3)=[CH:10][C:5]=2[N:4]=[C:3]1[CH3:35].[OH:36]CC([C@H]([C@@H]([C@@H](CO)O)O)O)=O.C([O-])([O-])=O.[K+].[K+], predict the reaction product. The product is: [CH3:1][N:2]1[C:6]2[CH:7]=[CH:8][C:9]([C@H:11]3[O:26][C:25](=[O:27])[CH2:24][C@H:23]([OH:28])[C:22]([CH3:29])([CH3:30])[C:21](=[O:31])[C@H:20]([CH3:32])[C@@H:19]([OH:33])[C@@H:18]([CH3:34])[CH2:17][CH2:16][CH2:15][C@H:14]4[C@@H:13]([O:36]4)[CH2:12]3)=[CH:10][C:5]=2[N:4]=[C:3]1[CH3:35]. (2) Given the reactants [C:1]([O:5][C:6](=[O:21])[NH:7][C@H:8]([C:18](F)=[O:19])[CH2:9][C:10]1[CH:15]=[CH:14][CH:13]=[CH:12][C:11]=1[C:16]#[N:17])([CH3:4])([CH3:3])[CH3:2].[CH3:22][O:23][C:24]([C:26]1[N:27]=[C:28]([NH2:31])[S:29][CH:30]=1)=[O:25], predict the reaction product. The product is: [CH3:22][O:23][C:24]([C:26]1[N:27]=[C:28]([NH:31][C:18](=[O:19])[C@@H:8]([NH:7][C:6]([O:5][C:1]([CH3:4])([CH3:3])[CH3:2])=[O:21])[CH2:9][C:10]2[CH:15]=[CH:14][CH:13]=[CH:12][C:11]=2[C:16]#[N:17])[S:29][CH:30]=1)=[O:25]. (3) Given the reactants [CH3:1][CH2:2][O:3][C:4]([C@H:6]1[CH2:10][CH2:9][C:8](=[O:11])[N:7]1[C:12]([O:14][C:15]([CH3:18])([CH3:17])[CH3:16])=[O:13])=[O:5].[F:19][C:20]1[CH:21]=[C:22]([Mg]Br)[CH:23]=[C:24]([F:27])[C:25]=1[F:26].[Cl-].[NH4+].C(OCC)(=O)C, predict the reaction product. The product is: [C:15]([O:14][C:12]([NH:7][C@H:6]([CH2:10][CH2:9][C:8](=[O:11])[C:22]1[CH:21]=[C:20]([F:19])[C:25]([F:26])=[C:24]([F:27])[CH:23]=1)[C:4]([O:3][CH2:2][CH3:1])=[O:5])=[O:13])([CH3:18])([CH3:17])[CH3:16]. (4) Given the reactants [C:1]([O:5][C:6]([N:8]1[CH2:13][CH2:12][N:11]([C:14]2[CH:19]=[CH:18][C:17]([N+:20]([O-])=O)=[C:16]([N:23]3[CH2:28][CH2:27][CH:26]([CH3:29])[CH2:25][CH2:24]3)[CH:15]=2)[CH2:10][CH2:9]1)=[O:7])([CH3:4])([CH3:3])[CH3:2].[C:30]([C:32]1[O:36][C:35]([C:37](O)=[O:38])=[CH:34][CH:33]=1)#[N:31].C(Cl)(=O)C(Cl)=O.CCN(C(C)C)C(C)C, predict the reaction product. The product is: [C:1]([O:5][C:6]([N:8]1[CH2:13][CH2:12][N:11]([C:14]2[CH:19]=[CH:18][C:17]([NH:20][C:37]([C:35]3[O:36][C:32]([C:30]#[N:31])=[CH:33][CH:34]=3)=[O:38])=[C:16]([N:23]3[CH2:28][CH2:27][CH:26]([CH3:29])[CH2:25][CH2:24]3)[CH:15]=2)[CH2:10][CH2:9]1)=[O:7])([CH3:4])([CH3:3])[CH3:2]. (5) Given the reactants [C:1]([O:5][C:6](=[O:22])[NH:7][C:8]1[CH:13]=[CH:12][CH:11]=[C:10]([C:14]2[CH:19]=[CH:18][C:17]([C:20]#[N:21])=[CH:16][CH:15]=2)[N:9]=1)([CH3:4])([CH3:3])[CH3:2], predict the reaction product. The product is: [C:1]([O:5][C:6](=[O:22])[NH:7][C:8]1[CH:13]=[CH:12][CH:11]=[C:10]([C:14]2[CH:15]=[CH:16][C:17]([CH2:20][NH2:21])=[CH:18][CH:19]=2)[N:9]=1)([CH3:4])([CH3:2])[CH3:3]. (6) Given the reactants [OH:1][CH:2]1[CH:7]([C:8]2[CH:13]=[CH:12][C:11]([O:14][CH2:15][CH2:16][CH2:17][O:18][CH2:19][C:20]3[CH:25]=[CH:24][CH:23]=[CH:22][C:21]=3[O:26][CH3:27])=[CH:10][CH:9]=2)[CH2:6][CH2:5][N:4](C(OC(C)(C)C)=O)[CH2:3]1.Cl[CH2:36][C:37]1[CH:38]=[CH:39][C:40]2[S:45][CH2:44][C:43](=O)[N:42]([CH2:47][CH2:48][CH2:49][O:50][CH3:51])[C:41]=2[CH:52]=1, predict the reaction product. The product is: [CH3:27][O:26][C:21]1[CH:22]=[CH:23][CH:24]=[CH:25][C:20]=1[CH2:19][O:18][CH2:17][CH2:16][CH2:15][O:14][C:11]1[CH:12]=[CH:13][C:8]([CH:7]2[CH2:6][CH2:5][NH:4][CH2:3][CH:2]2[O:1][CH2:36][C:37]2[CH:38]=[CH:39][C:40]3[S:45][CH2:44][CH2:43][N:42]([CH2:47][CH2:48][CH2:49][O:50][CH3:51])[C:41]=3[CH:52]=2)=[CH:9][CH:10]=1. (7) Given the reactants [F:1][C:2]1[C:3]([CH:14]([CH2:30]O)[CH2:15][N:16]2[CH2:21][CH2:20][CH:19]([NH:22][C:23](=[O:29])[O:24][C:25]([CH3:28])([CH3:27])[CH3:26])[CH2:18][CH2:17]2)=[C:4]2[C:9](=[CH:10][CH:11]=1)[N:8]=[CH:7][C:6]([O:12]C)=[N:5]2.CS(OS(C)(=O)=O)(=O)=O.C(N(CC)C(C)C)(C)C, predict the reaction product. The product is: [F:1][C:2]1[CH:11]=[CH:10][C:9]2[N:8]=[CH:7][C:6](=[O:12])[N:5]3[CH2:30][CH:14]([CH2:15][N:16]4[CH2:21][CH2:20][CH:19]([NH:22][C:23](=[O:29])[O:24][C:25]([CH3:27])([CH3:26])[CH3:28])[CH2:18][CH2:17]4)[C:3]=1[C:4]=23. (8) Given the reactants Cl[C:2]1[C:11]2[C:6](=[CH:7][CH:8]=[CH:9][CH:10]=2)[N:5]=[C:4]([CH3:12])[CH:3]=1.[CH2:13]([CH2:15][NH2:16])[OH:14], predict the reaction product. The product is: [CH3:12][C:4]1[CH:3]=[C:2]([NH:16][CH2:15][CH2:13][OH:14])[C:11]2[C:6](=[CH:7][CH:8]=[CH:9][CH:10]=2)[N:5]=1. (9) Given the reactants Cl[C:2]1[CH:19]=[C:6]2[C:7]3[C:12]([CH2:13][CH2:14][N:5]2[C:4](=[O:20])[N:3]=1)=[CH:11][C:10]([O:15][CH3:16])=[C:9]([O:17][CH3:18])[CH:8]=3.[CH2:21]([C:23]1[CH:28]=[CH:27][CH:26]=[CH:25][C:24]=1[OH:29])[CH3:22].C(=O)([O-])[O-].[K+].[K+], predict the reaction product. The product is: [CH3:16][O:15][C:10]1[CH:11]=[C:12]2[C:7](=[CH:8][C:9]=1[O:17][CH3:18])[C:6]1=[CH:19][C:2]([O:29][C:24]3[CH:25]=[CH:26][CH:27]=[CH:28][C:23]=3[CH2:21][CH3:22])=[N:3][C:4](=[O:20])[N:5]1[CH2:14][CH2:13]2.